The task is: Predict which catalyst facilitates the given reaction.. This data is from Catalyst prediction with 721,799 reactions and 888 catalyst types from USPTO. (1) Reactant: S(C1C=CC(C)=CC=1)(O)(=O)=O.[NH2:12][C@:13]1([C:18]([O:20][CH2:21][CH3:22])=[O:19])[CH2:15][C@H:14]1[CH:16]=[CH2:17].[CH:23]1[N:27]=[CH:26][N:25]([C:28](N2C=NC=C2)=[O:29])[CH:24]=1. Product: [N:25]1([C:28]([NH:12][C@:13]2([C:18]([O:20][CH2:21][CH3:22])=[O:19])[CH2:15][C@H:14]2[CH:16]=[CH2:17])=[O:29])[CH:24]=[CH:23][N:27]=[CH:26]1. The catalyst class is: 1. (2) Reactant: [CH3:1][C:2]([NH2:5])([CH3:4])[CH3:3].[CH3:6][O:7][C:8]1[CH:13]=[CH:12][C:11]([C:14]2[N:19]=[C:18]([C:20]([NH:22][S:23]([CH3:26])(=[O:25])=[O:24])=[O:21])[CH:17]=[CH:16][CH:15]=2)=[C:10]([CH3:27])[C:9]=1[CH:28]1[C:41]2[C:40](=[O:42])[CH2:39][C:38]([CH3:44])([CH3:43])[CH2:37][C:36]=2[O:35][C:34]2[CH2:33][C:32]([CH3:46])([CH3:45])[CH2:31][C:30](=[O:47])[C:29]1=2.C(OCC)C. Product: [CH3:1][C:2]([NH2:5])([CH3:4])[CH3:3].[CH3:6][O:7][C:8]1[CH:13]=[CH:12][C:11]([C:14]2[N:19]=[C:18]([C:20]([NH:22][S:23]([CH3:26])(=[O:25])=[O:24])=[O:21])[CH:17]=[CH:16][CH:15]=2)=[C:10]([CH3:27])[C:9]=1[CH:28]1[C:29]2[C:30](=[O:47])[CH2:31][C:32]([CH3:45])([CH3:46])[CH2:33][C:34]=2[O:35][C:36]2[CH2:37][C:38]([CH3:44])([CH3:43])[CH2:39][C:40](=[O:42])[C:41]1=2. The catalyst class is: 8. (3) Reactant: [F:1][C:2]1[CH:7]=[CH:6][CH:5]=[CH:4][C:3]=1[C:8]1[N:9]=[N:10][N:11]([CH3:15])[C:12]=1[CH:13]=[O:14].[BH4-].[Na+].[Cl-].[NH4+]. Product: [F:1][C:2]1[CH:7]=[CH:6][CH:5]=[CH:4][C:3]=1[C:8]1[N:9]=[N:10][N:11]([CH3:15])[C:12]=1[CH2:13][OH:14]. The catalyst class is: 5. (4) The catalyst class is: 2. Product: [NH2:3][O:12][CH2:13][CH2:14][NH:15][C:16](=[O:22])[O:17][C:18]([CH3:20])([CH3:19])[CH3:21]. Reactant: O=C1C2C(=CC=CC=2)C(=O)[N:3]1[O:12][CH2:13][CH2:14][NH:15][C:16](=[O:22])[O:17][C:18]([CH3:21])([CH3:20])[CH3:19].